From a dataset of Forward reaction prediction with 1.9M reactions from USPTO patents (1976-2016). Predict the product of the given reaction. (1) Given the reactants [C:1]([O:5][C:6]([N:8]1[CH2:13][CH2:12][CH:11]([OH:14])[CH2:10][CH2:9]1)=[O:7])([CH3:4])([CH3:3])[CH3:2].[N+](=[CH:17][C:18]([O:20][CH2:21][CH3:22])=[O:19])=[N-], predict the reaction product. The product is: [CH2:21]([O:20][C:18](=[O:19])[CH2:17][O:14][CH:11]1[CH2:12][CH2:13][N:8]([C:6]([O:5][C:1]([CH3:4])([CH3:2])[CH3:3])=[O:7])[CH2:9][CH2:10]1)[CH3:22]. (2) Given the reactants [CH3:1][C:2]([OH:6])([C:4]#[CH:5])[CH3:3].N12CCCN=C1CCCCC2.FC(F)(F)C(OC(=O)C(F)(F)F)=O.[Cl:31][C:32]1[CH:37]=[CH:36][C:35](O)=[C:34]([F:39])[CH:33]=1, predict the reaction product. The product is: [Cl:31][C:32]1[CH:37]=[CH:36][C:35]([O:6][C:2]([CH3:3])([C:4]#[CH:5])[CH3:1])=[C:34]([F:39])[CH:33]=1. (3) The product is: [ClH:27].[ClH:27].[CH:21]1([CH:14]([CH:15]2[CH2:20][CH2:19][CH2:18][CH2:17][CH2:16]2)[N:11]2[CH2:10][CH2:9][NH:8][CH2:13][CH2:12]2)[CH2:22][CH2:23][CH2:24][CH2:25][CH2:26]1. Given the reactants C(OC([N:8]1[CH2:13][CH2:12][N:11]([CH:14]([CH:21]2[CH2:26][CH2:25][CH2:24][CH2:23][CH2:22]2)[CH:15]2[CH2:20][CH2:19][CH2:18][CH2:17][CH2:16]2)[CH2:10][CH2:9]1)=O)(C)(C)C.[ClH:27].CCOC(C)=O, predict the reaction product. (4) Given the reactants [N+](C1C=CC2N=CSC=2C=1)([O-])=O.[CH3:13][C:14]1[C:22]2[S:21][CH:20]=[N:19][C:18]=2[CH:17]=[CH:16][C:15]=1[N:23]=[O:24], predict the reaction product. The product is: [CH3:13][C:14]1[C:22]2[S:21][CH:20]=[N:19][C:18]=2[CH:17]=[CH:16][C:15]=1[N:23]=[O:24].[NH2:23][C:15]1[CH:16]=[CH:17][C:18]2[N:19]=[CH:20][S:21][C:22]=2[C:14]=1[CH3:13]. (5) Given the reactants [OH:1][C:2]1[CH:7]=[CH:6][C:5]([O:8][C:9]([F:12])([F:11])[F:10])=[CH:4][C:3]=1[C:13]([C:15]1[S:16][CH:17]=[CH:18][CH:19]=1)=[O:14].[CH3:20][O:21][C:22](=[O:42])[CH2:23][CH2:24][C:25]1[CH:30]=[CH:29][C:28]([O:31][CH2:32][CH2:33][CH:34](OS(C)(=O)=O)[CH3:35])=[CH:27][C:26]=1[CH3:41].C([O-])([O-])=O.[Cs+].[Cs+].Cl, predict the reaction product. The product is: [CH3:20][O:21][C:22](=[O:42])[CH2:23][CH2:24][C:25]1[CH:30]=[CH:29][C:28]([O:31][CH2:32][CH2:33][CH:34]([O:1][C:2]2[CH:7]=[CH:6][C:5]([O:8][C:9]([F:10])([F:11])[F:12])=[CH:4][C:3]=2[C:13]([C:15]2[S:16][CH:17]=[CH:18][CH:19]=2)=[O:14])[CH3:35])=[CH:27][C:26]=1[CH3:41]. (6) Given the reactants [F:1][C:2]1[CH:27]=[C:26]([C:28]2[O:29][C:30]([CH3:33])=[N:31][N:32]=2)[CH:25]=[CH:24][C:3]=1[O:4][C@H:5]1[CH2:9][CH2:8][N:7]([CH:10]2[CH2:15][CH2:14][N:13](C(OC(C)(C)C)=O)[CH2:12][CH2:11]2)[C:6]1=[O:23].[C:34]([OH:40])([C:36]([F:39])([F:38])[F:37])=[O:35], predict the reaction product. The product is: [F:37][C:36]([F:39])([F:38])[C:34]([OH:40])=[O:35].[F:1][C:2]1[CH:27]=[C:26]([C:28]2[O:29][C:30]([CH3:33])=[N:31][N:32]=2)[CH:25]=[CH:24][C:3]=1[O:4][C@H:5]1[CH2:9][CH2:8][N:7]([CH:10]2[CH2:11][CH2:12][NH:13][CH2:14][CH2:15]2)[C:6]1=[O:23]. (7) The product is: [CH3:23][C:18]1[CH:17]=[C:16]([PH:15][C:10]2[CH:9]=[C:8]([CH3:7])[CH:13]=[C:12]([CH3:14])[CH:11]=2)[CH:21]=[C:20]([CH3:22])[CH:19]=1.[BH3:5]. Given the reactants [Cl-].[Ce+3].[Cl-].[Cl-].[BH4-:5].[Na+].[CH3:7][C:8]1[CH:9]=[C:10]([PH:15](=O)[C:16]2[CH:21]=[C:20]([CH3:22])[CH:19]=[C:18]([CH3:23])[CH:17]=2)[CH:11]=[C:12]([CH3:14])[CH:13]=1.[H-].[Al+3].[Li+].[H-].[H-].[H-].Cl, predict the reaction product. (8) Given the reactants [C:1](/[C:4](=[C:18](\O[Si](C(C)(C)C)(C)C)/[CH3:19])/[CH2:5][C:6]([NH:8][CH2:9][C:10]1[CH:15]=[CH:14][C:13]([F:16])=[CH:12][C:11]=1[Cl:17])=[O:7])(=O)[CH3:2].Cl.Cl.[NH:30]([CH2:32][C:33]1[CH:34]=[N:35][CH:36]=[CH:37][CH:38]=1)[NH2:31].C([O-])(=O)C.[Na+], predict the reaction product. The product is: [Cl:17][C:11]1[CH:12]=[C:13]([F:16])[CH:14]=[CH:15][C:10]=1[CH2:9][NH:8][C:6](=[O:7])[CH2:5][C:4]1[C:1]([CH3:2])=[N:31][N:30]([CH2:32][C:33]2[CH:34]=[N:35][CH:36]=[CH:37][CH:38]=2)[C:18]=1[CH3:19]. (9) Given the reactants NO.Cl.C[N:5](C)[C:6](=[N:8][C:9]([C:11]1[CH:12]=[N:13][N:14]2[C:19](=[O:20])[CH:18]=[C:17]([C:21]3[CH:22]=[C:23]4[C:27](=[CH:28][CH:29]=3)[N:26]([CH3:30])[N:25]=[CH:24]4)[NH:16][C:15]=12)=[O:10])[CH3:7].[OH-].[Na+], predict the reaction product. The product is: [CH3:7][C:6]1[N:8]=[C:9]([C:11]2[CH:12]=[N:13][N:14]3[C:19](=[O:20])[CH:18]=[C:17]([C:21]4[CH:22]=[C:23]5[C:27](=[CH:28][CH:29]=4)[N:26]([CH3:30])[N:25]=[CH:24]5)[NH:16][C:15]=23)[O:10][N:5]=1. (10) The product is: [Cl:1][C:2]1[CH:7]=[CH:6][CH:5]=[CH:4][C:3]=1[C:8]([NH:10][C:11]([NH:32][C:31]1[CH:33]=[CH:34][C:28]([O:27][C:18]2[C:17]3[C:22](=[CH:23][C:24]([O:25][CH3:26])=[C:15]([O:14][CH3:13])[CH:16]=3)[N:21]=[CH:20][CH:19]=2)=[CH:29][C:30]=1[CH3:35])=[S:12])=[O:9]. Given the reactants [Cl:1][C:2]1[CH:7]=[CH:6][CH:5]=[CH:4][C:3]=1[C:8]([N:10]=[C:11]=[S:12])=[O:9].[CH3:13][O:14][C:15]1[CH:16]=[C:17]2[C:22](=[CH:23][C:24]=1[O:25][CH3:26])[N:21]=[CH:20][CH:19]=[C:18]2[O:27][C:28]1[CH:34]=[CH:33][C:31]([NH2:32])=[C:30]([CH3:35])[CH:29]=1.C1(C)C=CC=CC=1, predict the reaction product.